From a dataset of Full USPTO retrosynthesis dataset with 1.9M reactions from patents (1976-2016). Predict the reactants needed to synthesize the given product. (1) Given the product [CH2:37]([O:47][CH2:4][CH2:3][CH2:2][CH2:1][N:9]1[C:21]2[C:20]3[CH:19]=[CH:18][CH:17]=[CH:16][C:15]=3[N:14]=[CH:13][C:12]=2[N:11]=[CH:10]1)[CH2:38][CH2:39][CH2:40][CH2:41][CH2:42][CH2:43][CH2:44][CH2:45][CH3:46], predict the reactants needed to synthesize it. The reactants are: [CH2:1]([N:9]1[C:21]2[C:20]3[CH:19]=[CH:18][CH:17]=[CH:16][C:15]=3[N:14]=[CH:13][C:12]=2[N:11]=[CH:10]1)[CH2:2][CH2:3][CH2:4]CCCC.ClC1C([N+]([O-])=O)=C(Cl)C2C(=CC=CC=2)N=1.[CH2:37]([O:47]CCCCN)[CH2:38][CH2:39][CH2:40][CH2:41][CH2:42][CH2:43][CH2:44][CH2:45][CH3:46]. (2) The reactants are: [NH2:1][C:2]1[C:11]2[N:10]=[CH:9][CH:8]=[CH:7][C:6]=2[C:5]2[CH:12]=[CH:13][C:14]([CH:16]=O)=[CH:15][C:4]=2[N:3]=1.[Br-].[CH:19]1([CH2:22][P+](C2C=CC=CC=2)(C2C=CC=CC=2)C2C=CC=CC=2)[CH2:21][CH2:20]1. Given the product [CH:19]1([CH2:22][CH2:16][C:14]2[CH:13]=[CH:12][C:5]3=[C:6]4[C:11](=[C:2]([NH2:1])[N:3]=[C:4]3[CH:15]=2)[N:10]=[CH:9][CH:8]=[CH:7]4)[CH2:21][CH2:20]1, predict the reactants needed to synthesize it. (3) Given the product [Cl:1][C:2]1[CH:7]=[C:6]([Cl:8])[CH:5]=[CH:4][C:3]=1[CH:9]1[C:10]2=[N:11][C:12]3[CH:29]=[CH:28][CH:27]=[C:26]([N:30]([CH2:33][CH3:34])[CH2:31][CH3:32])[C:13]=3[N:14]2[CH2:15][CH2:16][CH2:17][N:18]1[C:19]([O:20][C:21]([CH3:24])([CH3:23])[CH3:22])=[O:25], predict the reactants needed to synthesize it. The reactants are: [Cl:1][C:2]1[CH:7]=[C:6]([Cl:8])[CH:5]=[CH:4][C:3]=1[CH:9](O)[C:10]1[N:14]([CH2:15][CH2:16][CH2:17][NH:18][C:19](=[O:25])[O:20][C:21]([CH3:24])([CH3:23])[CH3:22])[C:13]2[C:26]([N:30]([CH2:33][CH3:34])[CH2:31][CH3:32])=[CH:27][CH:28]=[CH:29][C:12]=2[N:11]=1.C1(P(C2C=CC=CC=2)C2C=CC=CC=2)C=CC=CC=1.N(C(OCC)=O)=NC(OCC)=O.C1(C)C=CC=CC=1. (4) Given the product [CH3:33][S:34]([O:1][CH2:2][CH:3]1[O:7][C:6](=[O:8])[N:5]([C:9]2[CH:10]=[CH:11][C:12]3[C:18](=[O:19])[CH2:17][CH2:16][CH2:15][O:14][C:13]=3[CH:20]=2)[CH2:4]1)(=[O:36])=[O:35], predict the reactants needed to synthesize it. The reactants are: [OH:1][CH2:2][CH:3]1[O:7][C:6](=[O:8])[N:5]([C:9]2[CH:10]=[CH:11][C:12]3[C:18](=[O:19])[CH2:17][CH2:16][CH2:15][O:14][C:13]=3[CH:20]=2)[CH2:4]1.CCN(CC)CC.C1COCC1.[CH3:33][S:34](Cl)(=[O:36])=[O:35]. (5) Given the product [Cl:1][C:2]1[C:7]([Cl:16])=[N:6][C:5]([CH3:9])=[C:4]([CH:3]=1)[C:10]([O:12][CH3:13])=[O:11], predict the reactants needed to synthesize it. The reactants are: [Cl:1][C:2]1[C:7](=O)[NH:6][C:5]([CH3:9])=[C:4]([C:10]([O:12][CH3:13])=[O:11])[CH:3]=1.P(Cl)(Cl)([Cl:16])=O. (6) Given the product [F:1][C:2]1[CH:10]=[CH:9][C:8]([CH2:11][C:12]2[C:21]3[CH2:20][CH2:19][CH2:18][CH2:17][C:16]=3[C:15](=[O:22])[NH:14][N:13]=2)=[CH:7][C:3]=1[C:4]([N:23]1[CH2:24][CH2:25][CH:26]([C:27]([O:29][CH2:30][CH3:31])=[O:28])[CH2:32][CH2:33]1)=[O:5], predict the reactants needed to synthesize it. The reactants are: [F:1][C:2]1[CH:10]=[CH:9][C:8]([CH2:11][C:12]2[C:21]3[CH2:20][CH2:19][CH2:18][CH2:17][C:16]=3[C:15](=[O:22])[NH:14][N:13]=2)=[CH:7][C:3]=1[C:4](O)=[O:5].[NH:23]1[CH2:33][CH2:32][CH:26]([C:27]([O:29][CH2:30][CH3:31])=[O:28])[CH2:25][CH2:24]1.C(N(CC)CC)C.F[P-](F)(F)(F)(F)F.N1(OC(N(C)C)=[N+](C)C)C2C=CC=CC=2N=N1.Cl. (7) The reactants are: [C:1]([O:5][C:6]([N:8]1[CH2:12][CH2:11][CH2:10][C@H:9]1[CH2:13][NH2:14])=[O:7])([CH3:4])([CH3:3])[CH3:2].Cl[C:16]1[CH:23]=[CH:22][C:19]([C:20]#[N:21])=[CH:18][N:17]=1.C(=O)([O-])[O-].[K+].[K+].C(N(C(C)C)CC)(C)C. Given the product [C:1]([O:5][C:6]([N:8]1[CH2:12][CH2:11][CH2:10][C@H:9]1[CH2:13][NH:14][C:16]1[CH:23]=[CH:22][C:19]([C:20]#[N:21])=[CH:18][N:17]=1)=[O:7])([CH3:4])([CH3:3])[CH3:2], predict the reactants needed to synthesize it.